This data is from Reaction yield outcomes from USPTO patents with 853,638 reactions. The task is: Predict the reaction yield, written as a fraction of the theoretical maximum amount of product (1.0 means a 100% yield; for example, 0.34 means a 34% yield). (1) The reactants are [CH3:1][S:2][C:3]1[CH:8]=[CH:7][C:6]([NH:9][S:10]([CH3:13])(=[O:12])=[O:11])=[CH:5][CH:4]=1.C([O-])([O-])=O.[K+].[K+].Br[CH2:21][C:22]([O:24][C:25]([CH3:28])([CH3:27])[CH3:26])=[O:23]. The product is [CH3:1][S:2][C:3]1[CH:4]=[CH:5][C:6]([N:9]([CH2:21][C:22]([O:24][C:25]([CH3:28])([CH3:27])[CH3:26])=[O:23])[S:10]([CH3:13])(=[O:12])=[O:11])=[CH:7][CH:8]=1. The catalyst is CN(C=O)C.O. The yield is 0.721. (2) The reactants are [H-].[Na+].[Cl:3][C:4]1[CH:5]=[C:6]([Cl:25])[C:7]2[C:8]3[CH2:17][CH2:16][N:15]([C:18]([O:20][C:21]([CH3:24])([CH3:23])[CH3:22])=[O:19])[CH2:14][CH2:13][C:9]=3[NH:10][C:11]=2[CH:12]=1.Br[CH2:27][CH2:28][O:29][C:30]1[CH:35]=[CH:34][CH:33]=[CH:32][CH:31]=1. The catalyst is CN(C=O)C. The product is [Cl:3][C:4]1[CH:5]=[C:6]([Cl:25])[C:7]2[C:8]3[CH2:17][CH2:16][N:15]([C:18]([O:20][C:21]([CH3:22])([CH3:24])[CH3:23])=[O:19])[CH2:14][CH2:13][C:9]=3[N:10]([CH2:27][CH2:28][O:29][C:30]3[CH:35]=[CH:34][CH:33]=[CH:32][CH:31]=3)[C:11]=2[CH:12]=1. The yield is 0.900.